Dataset: Forward reaction prediction with 1.9M reactions from USPTO patents (1976-2016). Task: Predict the product of the given reaction. (1) Given the reactants [OH-].[Na+].[F:3][C:4]1[CH:12]=[CH:11][C:10]([C:13]2[N:17]=[C:16]([C:18]3[CH:19]=[N:20][C:21]([O:26][CH:27]([CH3:29])[CH3:28])=[C:22]([O:24][CH3:25])[CH:23]=3)[O:15][N:14]=2)=[C:9]2[C:5]=1[C:6]([CH2:30][CH2:31][C:32]([O:34]CC)=[O:33])=[CH:7][NH:8]2.Cl, predict the reaction product. The product is: [F:3][C:4]1[CH:12]=[CH:11][C:10]([C:13]2[N:17]=[C:16]([C:18]3[CH:19]=[N:20][C:21]([O:26][CH:27]([CH3:29])[CH3:28])=[C:22]([O:24][CH3:25])[CH:23]=3)[O:15][N:14]=2)=[C:9]2[C:5]=1[C:6]([CH2:30][CH2:31][C:32]([OH:34])=[O:33])=[CH:7][NH:8]2. (2) Given the reactants [CH2:1]([C:3]1[C:11]2[C:6](=[CH:7][CH:8]=[CH:9][C:10]=2[NH:12][C:13]([C:15]2[N:19]3[CH:20]=[CH:21][CH:22]=[CH:23][C:18]3=[N:17][CH:16]=2)=[O:14])[N:5]([CH2:24][C:25]2[CH:30]=[CH:29][CH:28]=[C:27]([OH:31])[N:26]=2)[N:4]=1)[CH3:2].[F:32][C:33]([F:52])([F:51])[S:34](N(C1C=CC=CC=1)[S:34]([C:33]([F:52])([F:51])[F:32])(=[O:36])=[O:35])(=[O:36])=[O:35].C(N(CC)CC)C, predict the reaction product. The product is: [F:32][C:33]([F:52])([F:51])[S:34]([O:31][C:27]1[CH:28]=[CH:29][CH:30]=[C:25]([CH2:24][N:5]2[C:6]3[C:11](=[C:10]([NH:12][C:13]([C:15]4[N:19]5[CH:20]=[CH:21][CH:22]=[CH:23][C:18]5=[N:17][CH:16]=4)=[O:14])[CH:9]=[CH:8][CH:7]=3)[C:3]([CH2:1][CH3:2])=[N:4]2)[N:26]=1)(=[O:36])=[O:35]. (3) The product is: [C:1]([NH:4][C:5]1[CH:12]=[CH:11][CH:10]=[CH:9][C:6]=1[CH:7]=[O:8])(=[O:3])[CH3:2]. Given the reactants [C:1]([NH:4][C:5]1[CH:12]=[CH:11][CH:10]=[CH:9][C:6]=1[CH2:7][OH:8])(=[O:3])[CH3:2], predict the reaction product. (4) Given the reactants Br[CH2:2][CH2:3][CH2:4][OH:5].[Br:6][C:7]1[CH:8]=[C:9]([SH:13])[CH:10]=[CH:11][CH:12]=1.C([O-])([O-])=[O:15].[Cs+].[Cs+].[OH2:20], predict the reaction product. The product is: [Br:6][C:7]1[CH:8]=[C:9]([S:13]([CH2:2][CH2:3][CH2:4][OH:5])(=[O:15])=[O:20])[CH:10]=[CH:11][CH:12]=1. (5) Given the reactants N1(O[C:11]2[N:16]=[C:15]([NH:17][C:18]3[S:19][CH:20]=[C:21]([CH3:23])[CH:22]=3)[C:14]([C:24]([NH2:26])=[O:25])=[CH:13][N:12]=2)C2C=CC=CC=2N=N1.Cl.[NH2:28][C@@H:29]([C:34]([NH2:36])=[O:35])[CH2:30][CH:31]([CH3:33])[CH3:32].CCN(C(C)C)C(C)C, predict the reaction product. The product is: [NH2:36][C:34](=[O:35])[C@H:29]([NH:28][C:11]1[N:16]=[C:15]([NH:17][C:18]2[S:19][CH:20]=[C:21]([CH3:23])[CH:22]=2)[C:14]([C:24]([NH2:26])=[O:25])=[CH:13][N:12]=1)[CH2:30][CH:31]([CH3:33])[CH3:32]. (6) Given the reactants [C:1]([Si:5]([CH3:13])([CH3:12])[O:6][CH2:7][CH2:8][CH:9]1[CH2:11][O:10]1)([CH3:4])([CH3:3])[CH3:2].[N-:14]=[N+:15]=[N-:16].[Na+].[NH4+].[Cl-], predict the reaction product. The product is: [N:14]([CH2:11][CH:9]([OH:10])[CH2:8][CH2:7][O:6][Si:5]([C:1]([CH3:4])([CH3:3])[CH3:2])([CH3:13])[CH3:12])=[N+:15]=[N-:16]. (7) Given the reactants [NH2:1][C@H:2]([C:4]1[N:9]([C:10]2[CH:15]=[CH:14][CH:13]=[CH:12][CH:11]=2)[C:8](=[O:16])[C:7]2=[C:17]([CH3:20])[CH:18]=[CH:19][N:6]2[N:5]=1)[CH3:3].[NH2:21][C:22]1[C:27]([C:28]([NH:30][C:31]2[CH:36]=[C:35]([OH:37])[CH:34]=[C:33]([F:38])[CH:32]=2)=[O:29])=[C:26](Br)[N:25]=[CH:24][N:23]=1.CCN(C(C)C)C(C)C.[F-].[Cs+], predict the reaction product. The product is: [NH2:21][C:22]1[C:27]([C:28]([NH:30][C:31]2[CH:36]=[C:35]([OH:37])[CH:34]=[C:33]([F:38])[CH:32]=2)=[O:29])=[C:26]([NH:1][C@H:2]([C:4]2[N:9]([C:10]3[CH:15]=[CH:14][CH:13]=[CH:12][CH:11]=3)[C:8](=[O:16])[C:7]3=[C:17]([CH3:20])[CH:18]=[CH:19][N:6]3[N:5]=2)[CH3:3])[N:25]=[CH:24][N:23]=1.